This data is from Forward reaction prediction with 1.9M reactions from USPTO patents (1976-2016). The task is: Predict the product of the given reaction. (1) Given the reactants Br[C:2]1[N:6]2[N:7]=[C:8]([NH:11][CH2:12][C:13]3[CH:18]=[CH:17][CH:16]=[C:15]([F:19])[CH:14]=3)[CH:9]=[CH:10][C:5]2=[N:4][CH:3]=1.[C:20]([C:22]1[CH:27]=[CH:26][C:25](B(O)O)=[CH:24][CH:23]=1)#[N:21].C([O-])([O-])=O.[Na+].[Na+], predict the reaction product. The product is: [F:19][C:15]1[CH:14]=[C:13]([CH:18]=[CH:17][CH:16]=1)[CH2:12][NH:11][C:8]1[CH:9]=[CH:10][C:5]2[N:6]([C:2]([C:25]3[CH:26]=[CH:27][C:22]([C:20]#[N:21])=[CH:23][CH:24]=3)=[CH:3][N:4]=2)[N:7]=1. (2) The product is: [CH2:30]([C@H:29]([NH:37][C:14](=[O:16])[C@H:3]([C:2]([CH3:1])([CH3:18])[CH3:17])[NH:4][C:5]([O:7][CH2:8][C:9]1[S:13][CH:12]=[N:11][CH:10]=1)=[O:6])[C@@H:28]([OH:38])[CH2:27][C@@H:26]([NH:39][C:40]([O:41][C:42]([CH3:43])([CH3:44])[CH3:45])=[O:46])[CH2:19][C:20]1[CH:21]=[CH:22][CH:23]=[CH:24][CH:25]=1)[C:31]1[CH:32]=[CH:33][CH:34]=[CH:35][CH:36]=1. Given the reactants [CH3:1][C:2]([CH3:18])([CH3:17])[C@@H:3]([C:14]([OH:16])=O)[NH:4][C:5]([O:7][CH2:8][C:9]1[S:13][CH:12]=[N:11][CH:10]=1)=[O:6].[CH2:19]([C@H:26]([NH:39][C:40](=[O:46])[O:41][C:42]([CH3:45])([CH3:44])[CH3:43])[CH2:27][C@H:28]([OH:38])[C@@H:29]([NH2:37])[CH2:30][C:31]1[CH:36]=[CH:35][CH:34]=[CH:33][CH:32]=1)[C:20]1[CH:25]=[CH:24][CH:23]=[CH:22][CH:21]=1.Cl.CN(C)CCCN=C=NCC.ON1C2C=CC=CC=2N=N1.CN1CCOCC1, predict the reaction product. (3) Given the reactants [Cl:1][CH2:2][CH2:3][CH2:4][O:5][C:6]1[CH:11]=[CH:10][C:9]([C:12]2[S:13][C:14]3[CH2:20][CH2:19][CH2:18][CH:17](C(O)=O)[C:15]=3[N:16]=2)=[CH:8][CH:7]=1.C([N:26]([CH2:29]C)CC)C.C1(P(N=[N+]=[N-])(C2C=CC=CC=2)=[O:38])C=CC=CC=1.[CH2:48]([OH:55])[C:49]1[CH:54]=[CH:53][CH:52]=[CH:51][CH:50]=1, predict the reaction product. The product is: [Cl:1][CH2:2][CH2:3][CH2:4][O:5][C:6]1[CH:7]=[CH:8][C:9]([C:12]2[S:13][C:14]3[CH2:20][CH2:19][CH2:18][CH:17]([NH:26][C:29](=[O:38])[O:55][CH2:48][C:49]4[CH:54]=[CH:53][CH:52]=[CH:51][CH:50]=4)[C:15]=3[N:16]=2)=[CH:10][CH:11]=1. (4) Given the reactants C[O:2][C:3]1[CH:8]=[CH:7][C:6]([C:9]23[CH2:22][CH2:21][CH:12]([N:13]4[CH2:18][CH2:17][S:16](=[O:20])(=[O:19])[N:15]=[C:14]42)[CH2:11][CH2:10]3)=[CH:5][CH:4]=1.B(Br)(Br)Br.C(=O)([O-])O.[Na+], predict the reaction product. The product is: [O:20]=[S:16]1(=[O:19])[CH2:17][CH2:18][N:13]2[CH:12]3[CH2:21][CH2:22][C:9]([C:6]4[CH:5]=[CH:4][C:3]([OH:2])=[CH:8][CH:7]=4)([C:14]2=[N:15]1)[CH2:10][CH2:11]3. (5) Given the reactants [C:1]1(C2CCN(C([O-])=O)CC2)C=CC=CC=1.C[N:17]1[N:21]=[N:20][C:19]([C:22]2[CH:23]=[C:24]([CH:47]=[C:48]([C:50]([F:53])([F:52])[F:51])[CH:49]=2)[CH2:25][O:26][CH2:27][C:28]2([C:41]3[CH:46]=[CH:45][CH:44]=[CH:43][CH:42]=3)[CH2:33][CH2:32][N:31]([C:34]([O:36][C:37]([CH3:40])([CH3:39])[CH3:38])=[O:35])[CH2:30][CH2:29]2)=[N:18]1.N1C(C2C=C(C=C(C(F)(F)F)C=2)COC[C:65]2([C:78]3[CH:83]=[CH:82][CH:81]=[CH:80][CH:79]=3)[CH2:70][CH2:69][N:68]([C:71]([O:73]C(C)(C)C)=[O:72])[CH2:67][CH2:66]2)=NN=N1.C(=O)([O-])[O-].[K+].[K+], predict the reaction product. The product is: [CH3:1][N:20]1[C:19]([C:22]2[CH:23]=[C:24]([CH:47]=[C:48]([C:50]([F:51])([F:52])[F:53])[CH:49]=2)[CH2:25][O:26][CH2:27][C:28]2([C:41]3[CH:42]=[CH:43][CH:44]=[CH:45][CH:46]=3)[CH2:33][CH2:32][N:31]([C:34]([O:36][C:37]([CH3:40])([CH3:39])[CH3:38])=[O:35])[CH2:30][CH2:29]2)=[N:18][N:17]=[N:21]1.[C:78]1([CH:65]2[CH2:66][CH2:67][N:68]([C:71]([O-:73])=[O:72])[CH2:69][CH2:70]2)[CH:79]=[CH:80][CH:81]=[CH:82][CH:83]=1. (6) Given the reactants [OH:1][CH2:2][C@@H:3]1[C@@H:8]([NH:9][C:10](=[O:16])[O:11][C:12]([CH3:15])([CH3:14])[CH3:13])[CH2:7][CH2:6][O:5][CH2:4]1.[Cl:17][C:18]1[S:22][C:21]([C:23]2[CH:28]=[CH:27][C:26](O)=[CH:25][CH:24]=2)=[N:20][CH:19]=1.P(CCCC)(CCCC)CCCC.C1CCN(C(N=NC(N2CCCCC2)=O)=O)CC1.[OH-].[Na+], predict the reaction product. The product is: [Cl:17][C:18]1[S:22][C:21]([C:23]2[CH:28]=[CH:27][C:26]([O:1][CH2:2][C@@H:3]3[C@@H:8]([NH:9][C:10](=[O:16])[O:11][C:12]([CH3:13])([CH3:15])[CH3:14])[CH2:7][CH2:6][O:5][CH2:4]3)=[CH:25][CH:24]=2)=[N:20][CH:19]=1. (7) Given the reactants CCCCCC.[CH2:7]([Li])CCC.[CH2:12]([O:19][C@@H:20]1[C@@H:25]([O:26][CH2:27][C:28]2[CH:33]=[CH:32][CH:31]=[CH:30][CH:29]=2)[C@H:24]([O:34][CH2:35][C:36]2[CH:41]=[CH:40][CH:39]=[CH:38][CH:37]=2)[C@@H:23]([CH2:42][O:43][CH2:44][C:45]2[CH:50]=[CH:49][CH:48]=[CH:47][CH:46]=2)[O:22][C@H:21]1[C:51]1[CH:56]=[C:55]([CH2:57][O:58][CH3:59])[CH:54]=[C:53](Br)[CH:52]=1)[C:13]1[CH:18]=[CH:17][CH:16]=[CH:15][CH:14]=1.[Cl-].[NH4+].C1C[O:66][CH2:65]C1, predict the reaction product. The product is: [CH3:7][C:54]1[C:55]([CH2:57][O:58][CH3:59])=[CH:56][C:51]([C@H:21]2[C@H:20]([O:19][CH2:12][C:13]3[CH:14]=[CH:15][CH:16]=[CH:17][CH:18]=3)[C@@H:25]([O:26][CH2:27][C:28]3[CH:33]=[CH:32][CH:31]=[CH:30][CH:29]=3)[C@H:42]([O:43][CH2:44][C:45]3[CH:46]=[CH:47][CH:48]=[CH:49][CH:50]=3)[C@@H:23]([CH2:24][O:34][CH2:35][C:36]3[CH:37]=[CH:38][CH:39]=[CH:40][CH:41]=3)[O:22]2)=[CH:52][C:53]=1[CH:65]=[O:66]. (8) Given the reactants C([N:4]1[CH2:9][CH2:8][N:7]([C:10]2[CH:15]=[CH:14][C:13]([C:16]3[NH:25][C:24](=[O:26])[C:23]4[C:18](=[CH:19][CH:20]=[CH:21][CH:22]=4)[N:17]=3)=[CH:12][CH:11]=2)[CH2:6][CH2:5]1)(=O)C.[OH-].[Na+], predict the reaction product. The product is: [N:7]1([C:10]2[CH:11]=[CH:12][C:13]([C:16]3[NH:25][C:24](=[O:26])[C:23]4[C:18](=[CH:19][CH:20]=[CH:21][CH:22]=4)[N:17]=3)=[CH:14][CH:15]=2)[CH2:8][CH2:9][NH:4][CH2:5][CH2:6]1.